This data is from Forward reaction prediction with 1.9M reactions from USPTO patents (1976-2016). The task is: Predict the product of the given reaction. (1) Given the reactants [CH2:1]([CH:8]1[CH2:12][NH:11][C:10](=[O:13])[CH2:9]1)[C:2]1[CH:7]=[CH:6][CH:5]=[CH:4][CH:3]=1.[CH2:14]([NH:21][C:22]([C:24]1[S:28][C:27](Br)=[N:26][C:25]=1[CH3:30])=[O:23])[C:15]1[CH:20]=[CH:19][CH:18]=[CH:17][CH:16]=1.C(=O)([O-])[O-].[Cs+].[Cs+].CC1(C)C2C(=C(P(C3C=CC=CC=3)C3C=CC=CC=3)C=CC=2)OC2C(P(C3C=CC=CC=3)C3C=CC=CC=3)=CC=CC1=2, predict the reaction product. The product is: [CH2:14]([NH:21][C:22]([C:24]1[S:28][C:27]([N:11]2[CH2:12][CH:8]([CH2:1][C:2]3[CH:7]=[CH:6][CH:5]=[CH:4][CH:3]=3)[CH2:9][C:10]2=[O:13])=[N:26][C:25]=1[CH3:30])=[O:23])[C:15]1[CH:16]=[CH:17][CH:18]=[CH:19][CH:20]=1. (2) Given the reactants [OH-].[K+].[Br:3][C:4]1[CH:16]=[CH:15][C:14]2[C:13]3[C:8](=[CH:9][C:10]([Br:17])=[CH:11][CH:12]=3)[CH2:7][C:6]=2[CH:5]=1.Br[CH2:19][CH2:20][CH2:21]Br, predict the reaction product. The product is: [Br:3][C:4]1[CH:16]=[CH:15][C:14]2[C:13]3[C:8](=[CH:9][C:10]([Br:17])=[CH:11][CH:12]=3)[C:7]3([CH2:21][CH2:20][CH2:19]3)[C:6]=2[CH:5]=1. (3) Given the reactants [C:9](O[C:9]([O:11][C:12]([CH3:15])([CH3:14])[CH3:13])=[O:10])([O:11][C:12]([CH3:15])([CH3:14])[CH3:13])=[O:10].C(=O)(O)[O-].[Na+].Cl.[NH2:22][C@@H:23]([CH2:27][CH:28]([S:33][S:34][CH3:35])[CH2:29][N:30]=[N+:31]=[N-:32])[C:24]([OH:26])=[O:25].O, predict the reaction product. The product is: [N:30]([CH2:29][CH:28]([S:33][S:34][CH3:35])[CH2:27][C@H:23]([NH:22][C:9]([O:11][C:12]([CH3:13])([CH3:14])[CH3:15])=[O:10])[C:24]([OH:26])=[O:25])=[N+:31]=[N-:32]. (4) Given the reactants [Cl:1][C:2]1[C:10]([C:11]([F:14])([F:13])[F:12])=[C:9]([F:15])[CH:8]=[CH:7][C:3]=1[C:4](O)=[O:5].[N:16]1([O-])C2C=CC=CC=2N=N1.[NH4+].Cl.CN(C)CCCN=C=NCC.C(N1CCOCC1)C.C(=O)([O-])O.[Na+], predict the reaction product. The product is: [Cl:1][C:2]1[C:10]([C:11]([F:14])([F:13])[F:12])=[C:9]([F:15])[CH:8]=[CH:7][C:3]=1[C:4]([NH2:16])=[O:5]. (5) The product is: [F:23][C:24]1[CH:31]=[CH:30][C:27]([CH2:28][N:1]([CH2:2][C:3]2[CH:4]=[CH:5][C:6]([C:9]([OH:11])=[O:10])=[CH:7][CH:8]=2)[S:19]([C:16]2[CH:17]=[CH:18][C:13]([CH3:12])=[CH:14][CH:15]=2)(=[O:21])=[O:20])=[CH:26][CH:25]=1. Given the reactants [NH2:1][CH2:2][C:3]1[CH:8]=[CH:7][C:6]([C:9]([OH:11])=[O:10])=[CH:5][CH:4]=1.[CH3:12][C:13]1[CH:18]=[CH:17][C:16]([S:19](Cl)(=[O:21])=[O:20])=[CH:15][CH:14]=1.[F:23][C:24]1[CH:31]=[CH:30][C:27]([CH2:28]Br)=[CH:26][CH:25]=1, predict the reaction product. (6) Given the reactants [CH3:1][O:2][C:3](=[O:14])[C:4]1[CH:9]=[CH:8][C:7]([N+:10]([O-])=O)=[CH:6][C:5]=1[Cl:13], predict the reaction product. The product is: [CH3:1][O:2][C:3](=[O:14])[C:4]1[CH:9]=[CH:8][C:7]([NH2:10])=[CH:6][C:5]=1[Cl:13]. (7) The product is: [N:28]1[C:29]2[NH:30][CH2:31][CH2:32][CH2:33][C:34]=2[CH:35]=[CH:36][C:27]=1[CH2:26][CH2:25][O:24][C:21]1[CH:22]=[CH:23][C:18]([CH2:17][C@@H:16]([C:37]([O:39][CH3:40])=[O:38])[NH2:15])=[N:19][CH:20]=1. Given the reactants C(O)(C(F)(F)F)=O.C(OC([NH:15][C@H:16]([C:37]([O:39][CH3:40])=[O:38])[CH2:17][C:18]1[CH:23]=[CH:22][C:21]([O:24][CH2:25][CH2:26][C:27]2[CH:36]=[CH:35][C:34]3[CH2:33][CH2:32][CH2:31][NH:30][C:29]=3[N:28]=2)=[CH:20][N:19]=1)=O)(C)(C)C, predict the reaction product.